This data is from Reaction yield outcomes from USPTO patents with 853,638 reactions. The task is: Predict the reaction yield, written as a fraction of the theoretical maximum amount of product (1.0 means a 100% yield; for example, 0.34 means a 34% yield). The reactants are [OH:1][CH2:2][C:3]1[CH:4]=[C:5]([CH:10]=[CH:11][C:12]=1[O:13][CH:14]([CH3:16])[CH3:15])[C:6]([O:8]C)=[O:7].[OH-].[Na+]. The catalyst is O1CCOCC1. The product is [OH:1][CH2:2][C:3]1[CH:4]=[C:5]([CH:10]=[CH:11][C:12]=1[O:13][CH:14]([CH3:16])[CH3:15])[C:6]([OH:8])=[O:7]. The yield is 0.890.